Dataset: Full USPTO retrosynthesis dataset with 1.9M reactions from patents (1976-2016). Task: Predict the reactants needed to synthesize the given product. (1) Given the product [C:1]([O:4][C:5]1[CH:10]=[CH:9][C:8]([NH:11][C:12](=[O:14])[CH3:13])=[C:7]([O:15][CH2:29][C@@H:30]2[CH2:32][O:31]2)[CH:6]=1)(=[O:3])[CH3:2], predict the reactants needed to synthesize it. The reactants are: [C:1]([O:4][C:5]1[CH:10]=[CH:9][C:8]([NH:11][C:12](=[O:14])[CH3:13])=[C:7]([OH:15])[CH:6]=1)(=[O:3])[CH3:2].[N+](C1C=C(S(O[CH2:29][C@@H:30]2[CH2:32][O:31]2)(=O)=O)C=CC=1)([O-])=O.C([O-])([O-])=O.[Cs+].[Cs+]. (2) Given the product [ClH:44].[NH2:36][CH2:35][CH2:34][NH:33][C:24]1[C:25]2[CH2:30][O:29][C:28](=[O:31])[NH:27][C:26]=2[N:32]=[C:22]([C:7]2[C:8]([OH:12])=[CH:9][CH:10]=[CH:11][C:6]=2[O:5][CH2:4][CH:1]2[CH2:3][CH2:2]2)[CH:23]=1, predict the reactants needed to synthesize it. The reactants are: [CH:1]1([CH2:4][O:5][C:6]2[CH:11]=[CH:10][CH:9]=[C:8]([O:12]CC3C=CC(OC)=CC=3)[C:7]=2[C:22]2[CH:23]=[C:24]([NH:33][CH2:34][CH2:35][NH:36]C(=O)OC(C)(C)C)[C:25]3[CH2:30][O:29][C:28](=[O:31])[NH:27][C:26]=3[N:32]=2)[CH2:3][CH2:2]1.[ClH:44]. (3) The reactants are: [C:1]([C:5]1[CH:6]=[C:7]([CH:11]=[C:12]([C:14]#[N:15])[CH:13]=1)C(O)=O)([CH3:4])([CH3:3])[CH3:2].C1C=CC(OP(OC2C=CC=CC=2)([N:25]=[N+]=[N-])=O)=CC=1.[C:35]([OH:39])([CH3:38])([CH3:37])[CH3:36].C1[CH2:44][O:43]CC1. Given the product [C:1]([C:5]1[CH:6]=[C:7]([NH:25][C:44](=[O:43])[O:39][C:35]([CH3:38])([CH3:37])[CH3:36])[CH:11]=[C:12]([C:14]#[N:15])[CH:13]=1)([CH3:2])([CH3:3])[CH3:4], predict the reactants needed to synthesize it. (4) The reactants are: [NH2:1][C:2]1[S:3][C:4]([C:12]2[CH:17]=[CH:16][C:15]([F:18])=[CH:14][CH:13]=2)=[CH:5][C:6]=1[C:7]([O:9]CC)=O.[C:19](#[N:21])[CH3:20].Cl. Given the product [F:18][C:15]1[CH:14]=[CH:13][C:12]([C:4]2[S:3][C:2]3[N:1]=[C:19]([CH3:20])[NH:21][C:7](=[O:9])[C:6]=3[CH:5]=2)=[CH:17][CH:16]=1, predict the reactants needed to synthesize it.